Dataset: Catalyst prediction with 721,799 reactions and 888 catalyst types from USPTO. Task: Predict which catalyst facilitates the given reaction. (1) Reactant: [NH2:1][C:2]1[N:3]=[CH:4][C:5]([NH:16][CH2:17][CH2:18][NH:19][C:20]2[CH:25]=[CH:24][C:23]([N+:26]([O-:28])=[O:27])=[C:22]([NH2:29])[N:21]=2)=[N:6][C:7]=1[C:8]1[CH:13]=[CH:12][C:11]([Cl:14])=[CH:10][C:9]=1[Cl:15].[NH:30]([CH2:32][C:33](O)=[O:34])[CH3:31].CN(C(ON1N=NC2C=CC=CC1=2)=[N+](C)C)C.F[P-](F)(F)(F)(F)F.CCN(C(C)C)C(C)C. Product: [NH2:29][C:22]1[N:21]=[C:20]([NH:19][CH2:18][CH2:17][NH:16][C:5]2[N:6]=[C:7]([C:8]3[CH:13]=[CH:12][C:11]([Cl:14])=[CH:10][C:9]=3[Cl:15])[C:2]([NH:1][C:33](=[O:34])[CH2:32][NH:30][CH3:31])=[N:3][CH:4]=2)[CH:25]=[CH:24][C:23]=1[N+:26]([O-:28])=[O:27]. The catalyst class is: 1. (2) Reactant: I[C:2]1[CH:7]=[CH:6][C:5]([C:8]2[O:12][N:11]=[C:10]([CH3:13])[N:9]=2)=[CH:4][CH:3]=1.[CH3:14][C:15]1[CH:20]=[CH:19][C:18]([NH:21][C:22]([C:24]2[CH:28]=[CH:27][O:26][CH:25]=2)=[O:23])=[CH:17][C:16]=1B1OC(C)(C)C(C)(C)O1. Product: [CH3:14][C:15]1[C:16]([C:2]2[CH:7]=[CH:6][C:5]([C:8]3[O:12][N:11]=[C:10]([CH3:13])[N:9]=3)=[CH:4][CH:3]=2)=[CH:17][C:18]([NH:21][C:22]([C:24]2[CH:28]=[CH:27][O:26][CH:25]=2)=[O:23])=[CH:19][CH:20]=1. The catalyst class is: 3. (3) Reactant: Br[C:2]1[CH:3]=[C:4]([C:9]([F:12])([F:11])[F:10])[C:5]([NH2:8])=[N:6][CH:7]=1.[CH3:13][C:14]1([CH3:30])[C:18]([CH3:20])([CH3:19])[O:17][B:16]([B:16]2[O:17][C:18]([CH3:20])([CH3:19])[C:14]([CH3:30])([CH3:13])[O:15]2)[O:15]1.CC([O-])=O.[K+]. Product: [CH3:13][C:14]1([CH3:30])[C:18]([CH3:20])([CH3:19])[O:17][B:16]([C:2]2[CH:3]=[C:4]([C:9]([F:12])([F:11])[F:10])[C:5]([NH2:8])=[N:6][CH:7]=2)[O:15]1. The catalyst class is: 12. (4) Reactant: [Br:1][C:2]1[CH:3]=[CH:4][C:5]([N+:10]([O-:12])=[O:11])=[C:6]([CH:9]=1)[NH:7][CH3:8].[CH3:13][C:14]([CH3:20])([CH3:19])[CH2:15][C:16](Cl)=[O:17].CN(C=O)C.[H-].[Na+]. Product: [Br:1][C:2]1[CH:3]=[CH:4][C:5]([N+:10]([O-:12])=[O:11])=[C:6]([N:7]([CH3:8])[C:16](=[O:17])[CH2:15][C:14]([CH3:20])([CH3:19])[CH3:13])[CH:9]=1. The catalyst class is: 6. (5) Reactant: [NH2:1][C:2]1[CH:3]=[CH:4][C:5]([C:8]#[N:9])=[N:6][CH:7]=1.C(N(CC)CC)C.[Cl:17][CH:18]([Cl:22])[C:19](Cl)=[O:20]. Product: [Cl:17][CH:18]([Cl:22])[C:19]([NH:1][C:2]1[CH:7]=[N:6][C:5]([C:8]#[N:9])=[CH:4][CH:3]=1)=[O:20]. The catalyst class is: 4.